Dataset: Full USPTO retrosynthesis dataset with 1.9M reactions from patents (1976-2016). Task: Predict the reactants needed to synthesize the given product. (1) Given the product [CH:18]1([C:16]([NH:15][C:13]2[N:14]=[C:9]3[CH:8]=[CH:7][C:6]([O:5][C:4]4[CH:3]=[C:2]([NH:1][C:27](=[O:28])[C@@H:26]5[CH2:30][CH2:31][CH2:32][N:25]5[CH3:24])[CH:23]=[CH:22][CH:21]=4)=[N:11][N:10]3[CH:12]=2)=[O:17])[CH2:20][CH2:19]1, predict the reactants needed to synthesize it. The reactants are: [NH2:1][C:2]1[CH:3]=[C:4]([CH:21]=[CH:22][CH:23]=1)[O:5][C:6]1[CH:7]=[CH:8][C:9]2[N:10]([CH:12]=[C:13]([NH:15][C:16]([CH:18]3[CH2:20][CH2:19]3)=[O:17])[N:14]=2)[N:11]=1.[CH3:24][N:25]1[CH2:32][CH2:31][CH2:30][C@H:26]1[C:27](O)=[O:28].F[P-](F)(F)(F)(F)F.N1(OC(N(C)C)=[N+](C)C)C2C=CC=CC=2N=N1.OC1C2N=NNC=2C=CC=1.C(N(CC)C(C)C)(C)C.C(=O)([O-])O.[Na+]. (2) Given the product [CH:17]([C:20]1[CH:25]=[CH:24][CH:23]=[CH:22][C:21]=1[O:26][CH2:2][C:3]1[CH:8]=[CH:7][C:6]([C:9]2[CH:13]=[C:12]([C:14]([NH2:16])=[O:15])[O:11][N:10]=2)=[CH:5][CH:4]=1)([CH3:19])[CH3:18], predict the reactants needed to synthesize it. The reactants are: Br[CH2:2][C:3]1[CH:8]=[CH:7][C:6]([C:9]2[CH:13]=[C:12]([C:14]([NH2:16])=[O:15])[O:11][N:10]=2)=[CH:5][CH:4]=1.[CH:17]([C:20]1[CH:25]=[CH:24][CH:23]=[CH:22][C:21]=1[OH:26])([CH3:19])[CH3:18].C([O-])([O-])=O.[K+].[K+].